Dataset: Reaction yield outcomes from USPTO patents with 853,638 reactions. Task: Predict the reaction yield, written as a fraction of the theoretical maximum amount of product (1.0 means a 100% yield; for example, 0.34 means a 34% yield). The reactants are [N:1]1[C:6]2[S:7][CH:8]=[CH:9][C:5]=2[C:4](=O)[NH:3][CH:2]=1.[Cl:11]C1C2SC=CC=2N=CN=1. No catalyst specified. The product is [Cl:11][C:4]1[C:5]2[CH:9]=[CH:8][S:7][C:6]=2[N:1]=[CH:2][N:3]=1. The yield is 0.930.